The task is: Predict which catalyst facilitates the given reaction.. This data is from Catalyst prediction with 721,799 reactions and 888 catalyst types from USPTO. (1) Reactant: Cl[C:2]1[N:7]=[C:6]([NH:8][C@H:9]([C:11]2[CH:16]=[CH:15][C:14]([F:17])=[CH:13][CH:12]=2)[CH3:10])[N:5]=[C:4]([NH:18][C:19]2[CH:24]=[N:23][CH:22]=[CH:21][N:20]=2)[CH:3]=1.[CH3:25][S:26]([C:29]1[CH:34]=[CH:33][C:32](B(O)O)=[CH:31][CH:30]=1)(=[O:28])=[O:27].C(=O)([O-])[O-].[Na+].[Na+].O. Product: [F:17][C:14]1[CH:15]=[CH:16][C:11]([C@@H:9]([NH:8][C:6]2[N:5]=[C:4]([NH:18][C:19]3[CH:24]=[N:23][CH:22]=[CH:21][N:20]=3)[CH:3]=[C:2]([C:32]3[CH:33]=[CH:34][C:29]([S:26]([CH3:25])(=[O:28])=[O:27])=[CH:30][CH:31]=3)[N:7]=2)[CH3:10])=[CH:12][CH:13]=1. The catalyst class is: 535. (2) Reactant: [CH3:1][O:2][C:3]1[CH:4]=[C:5]([CH:8]=[CH:9][C:10]=1[O:11][CH3:12])[CH2:6][NH2:7].C(N(CC)CC)C.[C:20](Cl)(=[O:27])[C:21]1[CH:26]=[CH:25][CH:24]=[CH:23][CH:22]=1. Product: [C:20]([NH:7][CH2:6][C:5]1[CH:8]=[CH:9][C:10]([O:11][CH3:12])=[C:3]([O:2][CH3:1])[CH:4]=1)(=[O:27])[C:21]1[CH:26]=[CH:25][CH:24]=[CH:23][CH:22]=1. The catalyst class is: 7. (3) Reactant: [Cl:1][C:2]1[CH:7]=[CH:6][CH:5]=[C:4]([Cl:8])[C:3]=1[CH2:9][S:10]([C:13]1[CH:14]=[C:15]2[C:19](=[CH:20][CH:21]=1)[NH:18][C:17](=[O:22])/[C:16]/2=[CH:23]\[C:24]1[NH:28][C:27]([CH3:29])=[C:26]([CH2:30][C:31](O)=[O:32])[C:25]=1[CH3:34])(=[O:12])=[O:11].C1C=CC2N(O)N=NC=2C=1.C(Cl)CCl.[CH:49]1([NH:52][CH2:53][C@@H:54]2[NH:58][CH2:57][C@H:56]([OH:59])[CH2:55]2)[CH2:51][CH2:50]1. Product: [CH:49]1([NH:52][CH2:53][C@H:54]2[CH2:55][C@@H:56]([OH:59])[CH2:57][N:58]2[C:31](=[O:32])[CH2:30][C:26]2[C:25]([CH3:34])=[C:24](/[CH:23]=[C:16]3\[C:17](=[O:22])[NH:18][C:19]4[C:15]\3=[CH:14][C:13]([S:10]([CH2:9][C:3]3[C:4]([Cl:8])=[CH:5][CH:6]=[CH:7][C:2]=3[Cl:1])(=[O:12])=[O:11])=[CH:21][CH:20]=4)[NH:28][C:27]=2[CH3:29])[CH2:51][CH2:50]1. The catalyst class is: 3. (4) Reactant: [Cl-].O[NH3+:3].[C:4](=[O:7])([O-])[OH:5].[Na+].CS(C)=O.[S:13]1[C:17]2[CH:18]=[CH:19][CH:20]=[CH:21][C:16]=2[CH:15]=[C:14]1[CH2:22][N:23]1[C:28](=[O:29])[C:27]([CH2:30][C:31]2[CH:36]=[CH:35][C:34]([C:37]3[C:38]([C:43]#[N:44])=[CH:39][CH:40]=[CH:41][CH:42]=3)=[CH:33][CH:32]=2)=[C:26]([CH2:45][CH2:46][CH2:47][CH3:48])[N:25]=[C:24]1[CH3:49]. Product: [S:13]1[C:17]2[CH:18]=[CH:19][CH:20]=[CH:21][C:16]=2[CH:15]=[C:14]1[CH2:22][N:23]1[C:28](=[O:29])[C:27]([CH2:30][C:31]2[CH:36]=[CH:35][C:34]([C:37]3[CH:42]=[CH:41][CH:40]=[CH:39][C:38]=3[C:43]3[NH:3][C:4](=[O:7])[O:5][N:44]=3)=[CH:33][CH:32]=2)=[C:26]([CH2:45][CH2:46][CH2:47][CH3:48])[N:25]=[C:24]1[CH3:49]. The catalyst class is: 13. (5) Reactant: [Cl:1][C:2]1[CH:3]=[CH:4][C:5]([OH:27])=[C:6]([C:8]2[N:12]=[C:11]([C:13]3[CH:18]=[C:17]([Cl:19])[CH:16]=[CH:15][C:14]=3[OH:20])[N:10]([CH2:21][C:22](OCC)=[O:23])[N:9]=2)[CH:7]=1.[NH2:28][CH2:29][CH2:30][N:31]1[CH2:36][CH2:35][O:34][CH2:33][CH2:32]1. Product: [Cl:1][C:2]1[CH:3]=[CH:4][C:5]([OH:27])=[C:6]([C:8]2[N:12]=[C:11]([C:13]3[CH:18]=[C:17]([Cl:19])[CH:16]=[CH:15][C:14]=3[OH:20])[N:10]([CH2:21][C:22]([NH:28][CH2:29][CH2:30][N:31]3[CH2:36][CH2:35][O:34][CH2:33][CH2:32]3)=[O:23])[N:9]=2)[CH:7]=1. The catalyst class is: 8. (6) Reactant: C[O:2][CH:3](OC)[C:4]1[CH:5]=[C:6]([CH:34]=[CH:35][CH:36]=1)[C:7]([C:9]1[C:14]([C:15]([O:17][CH2:18][CH3:19])=[O:16])=[CH:13][N:12]=[C:11]([NH:20][C:21]2[CH:26]=[CH:25][C:24]([N:27]3[CH2:32][CH2:31][N:30]([CH3:33])[CH2:29][CH2:28]3)=[CH:23][CH:22]=2)[N:10]=1)=[O:8].C(O)(C(F)(F)F)=O. Product: [CH:3]([C:4]1[CH:5]=[C:6]([CH:34]=[CH:35][CH:36]=1)[C:7]([C:9]1[C:14]([C:15]([O:17][CH2:18][CH3:19])=[O:16])=[CH:13][N:12]=[C:11]([NH:20][C:21]2[CH:22]=[CH:23][C:24]([N:27]3[CH2:28][CH2:29][N:30]([CH3:33])[CH2:31][CH2:32]3)=[CH:25][CH:26]=2)[N:10]=1)=[O:8])=[O:2]. The catalyst class is: 4. (7) Reactant: Cl[C:2]1[C:3]([C:19]2[CH:24]=[CH:23][C:22]([Cl:25])=[CH:21][CH:20]=2)=[C:4]([C:12]2[CH:17]=[CH:16][C:15]([Cl:18])=[CH:14][CH:13]=2)[C:5]2[N:6]([C:8](=[O:11])[NH:9][N:10]=2)[N:7]=1.C1C[O:29]CC1.C[Si](C)(C)[O-].[K+].Cl. Product: [Cl:18][C:15]1[CH:14]=[CH:13][C:12]([C:4]2[C:5](=[O:29])[NH:10][N:9]3[C:8](=[O:11])[NH:6][N:7]=[C:2]3[C:3]=2[C:19]2[CH:20]=[CH:21][C:22]([Cl:25])=[CH:23][CH:24]=2)=[CH:17][CH:16]=1. The catalyst class is: 6. (8) Reactant: [CH:1]([N:14]1[CH2:17][C:16]2([CH2:20][CH2:19][C:18]2=O)[CH2:15]1)([C:8]1[CH:13]=[CH:12][CH:11]=[CH:10][CH:9]=1)[C:2]1[CH:7]=[CH:6][CH:5]=[CH:4][CH:3]=1.[CH3:22][C:23]([S@@:26]([NH2:28])=[O:27])([CH3:25])[CH3:24].[BH4-].[Na+].CO. Product: [CH:1]([N:14]1[CH2:17][C:16]2([CH2:20][CH2:19][C@@H:18]2[NH:28][S@:26]([C:23]([CH3:25])([CH3:24])[CH3:22])=[O:27])[CH2:15]1)([C:8]1[CH:13]=[CH:12][CH:11]=[CH:10][CH:9]=1)[C:2]1[CH:7]=[CH:6][CH:5]=[CH:4][CH:3]=1. The catalyst class is: 220. (9) Reactant: [F:1][C:2]([F:23])([F:22])[C:3]1[CH:17]=[C:16]([C:18]([F:21])([F:20])[F:19])[CH:15]=[CH:14][C:4]=1[CH2:5][N:6]1[CH2:11][CH2:10][CH:9]([CH:12]=O)[CH2:8][CH2:7]1.[CH3:24][O:25][CH2:26][CH2:27][O:28][CH2:29][CH2:30][NH:31][C:32]1[CH2:36][S:35][C:34](=[O:37])[N:33]=1.C([O-])(=O)C.[NH2+]1CCCCC1. Product: [F:23][C:2]([F:1])([F:22])[C:3]1[CH:17]=[C:16]([C:18]([F:21])([F:20])[F:19])[CH:15]=[CH:14][C:4]=1[CH2:5][N:6]1[CH2:11][CH2:10][CH:9](/[CH:12]=[C:36]2/[C:32]([NH:31][CH2:30][CH2:29][O:28][CH2:27][CH2:26][O:25][CH3:24])=[N:33][C:34](=[O:37])[S:35]/2)[CH2:8][CH2:7]1. The catalyst class is: 41. (10) Reactant: [ClH:1].[F:2][C:3]1[CH:4]=[C:5]2[C:10](=[C:11]([F:13])[CH:12]=1)[O:9][CH2:8][C@H:7]([NH2:14])[CH2:6]2.C(OC(=O)[NH:21][CH2:22][CH2:23][C:24](=O)[CH2:25]O[Si](C(C)(C)C)(C)C)(C)(C)C.[S-:36][C:37]#[N:38].[K+].O.C(O)(=O)C. The catalyst class is: 13. Product: [ClH:1].[NH2:21][CH2:22][CH2:23][C:24]1[N:14]([C@@H:7]2[CH2:6][C:5]3[C:10](=[C:11]([F:13])[CH:12]=[C:3]([F:2])[CH:4]=3)[O:9][CH2:8]2)[C:37](=[S:36])[NH:38][CH:25]=1.